Dataset: Reaction yield outcomes from USPTO patents with 853,638 reactions. Task: Predict the reaction yield, written as a fraction of the theoretical maximum amount of product (1.0 means a 100% yield; for example, 0.34 means a 34% yield). (1) The reactants are C[O:2][C:3](=O)[C:4]1[CH:9]=[C:8]([Br:10])[CH:7]=[CH:6][C:5]=1[CH2:11]Br.CC1(C)C(C)(C)OB(C2C=C3C(=CC=2)C(=O)[NH:26]C3)O1. No catalyst specified. The product is [Br:10][C:8]1[CH:9]=[C:4]2[C:5]([CH2:11][NH:26][C:3]2=[O:2])=[CH:6][CH:7]=1. The yield is 0.750. (2) The reactants are C(O[C:5]([O:7][C:8]1[CH:17]=[CH:16][C:15]2[NH:14][C:13](=[O:18])[C:12]3[S:19][CH:20]=[CH:21][C:11]=3[C:10]=2[C:9]=1[C:22]1[CH:27]=[CH:26][C:25]([CH:28]([NH:30][C:31](=[O:37])[O:32][C:33]([CH3:36])([CH3:35])[CH3:34])[CH3:29])=[CH:24][CH:23]=1)=[O:6])(C)C.[C:38](OC(=O)C)(=O)C. No catalyst specified. The product is [C:5]([O:7][C:8]1[CH:17]=[CH:16][C:15]2[NH:14][C:13](=[O:18])[C:12]3[S:19][CH:20]=[CH:21][C:11]=3[C:10]=2[C:9]=1[C:22]1[CH:27]=[CH:26][C:25]([CH:28]([NH:30][C:31]([O:32][C:33]([CH3:35])([CH3:34])[CH3:36])=[O:37])[CH3:29])=[CH:24][CH:23]=1)(=[O:6])[CH3:38]. The yield is 0.630.